This data is from Forward reaction prediction with 1.9M reactions from USPTO patents (1976-2016). The task is: Predict the product of the given reaction. (1) Given the reactants Cl[C:2]([O:4][CH:5]([CH3:7])[CH3:6])=[O:3].[NH:8]1[CH2:13][CH2:12][CH:11]([C:14]([OH:16])=[O:15])[CH2:10][CH2:9]1.[OH-].[Na+], predict the reaction product. The product is: [CH3:6][CH:5]([O:4][C:2]([N:8]1[CH2:13][CH2:12][CH:11]([C:14]([OH:16])=[O:15])[CH2:10][CH2:9]1)=[O:3])[CH3:7]. (2) Given the reactants O[C:2]([CH:5]1[C:14](=[O:15])[N:8]2[C:9]([CH3:13])([CH3:12])[O:10][CH2:11][C@H:7]2[CH2:6]1)([CH3:4])[CH3:3].CS(Cl)(=O)=O.C(N(CC)CC)C, predict the reaction product. The product is: [CH3:12][C:9]1([CH3:13])[N:8]2[C:14](=[O:15])[C:5](=[C:2]([CH3:4])[CH3:3])[CH2:6][C@@H:7]2[CH2:11][O:10]1. (3) Given the reactants [CH3:1][O:2][C:3]1[C:13]([N+:14]([O-:16])=[O:15])=[CH:12][C:6]2[CH2:7][CH2:8][NH:9][CH2:10][CH2:11][C:5]=2[CH:4]=1.[F:17][C:18]([F:23])([F:22])[C@@H:19]1[CH2:21][O:20]1.C(=O)([O-])[O-], predict the reaction product. The product is: [F:17][C:18]([F:23])([F:22])[C@@H:19]([OH:20])[CH2:21][N:9]1[CH2:10][CH2:11][C:5]2[CH:4]=[C:3]([O:2][CH3:1])[C:13]([N+:14]([O-:16])=[O:15])=[CH:12][C:6]=2[CH2:7][CH2:8]1. (4) Given the reactants [CH:1]1([C:7]2[C:15]3[C:10](=[CH:11][C:12]([C:16]([O:18]C)=[O:17])=[CH:13][CH:14]=3)[NH:9][C:8]=2[C:20]2[CH:25]=[CH:24][CH:23]=[CH:22][CH:21]=2)[CH2:6][CH2:5][CH2:4][CH2:3][CH2:2]1.[H-].[Na+].[CH3:28][C:29]1[CH:36]=[CH:35][C:32]([CH2:33]Br)=[CH:31][CH:30]=1, predict the reaction product. The product is: [CH:1]1([C:7]2[C:15]3[C:10](=[CH:11][C:12]([C:16]([OH:18])=[O:17])=[CH:13][CH:14]=3)[N:9]([CH2:28][C:29]3[CH:36]=[CH:35][C:32]([CH3:33])=[CH:31][CH:30]=3)[C:8]=2[C:20]2[CH:21]=[CH:22][CH:23]=[CH:24][CH:25]=2)[CH2:6][CH2:5][CH2:4][CH2:3][CH2:2]1. (5) Given the reactants [CH2:1]([C:3]1[CH:16]=[CH:15][CH:14]=[CH:13][C:4]=1[O:5][CH2:6][CH2:7][N:8]1[CH2:12][CH2:11][CH2:10][CH2:9]1)[CH3:2].[I:17]I, predict the reaction product. The product is: [I:17][C:15]1[CH:14]=[CH:13][C:4]([O:5][CH2:6][CH2:7][N:8]2[CH2:9][CH2:10][CH2:11][CH2:12]2)=[C:3]([CH2:1][CH3:2])[CH:16]=1. (6) Given the reactants [CH3:1][O:2][C:3]1[CH:10]=[CH:9][C:6]([CH:7]=[O:8])=[CH:5][CH:4]=1.[N+:11]([O-])([O-:13])=[O:12].[NH4+].FC(F)(F)C(OC(=O)C(F)(F)F)=O, predict the reaction product. The product is: [CH3:1][O:2][C:3]1[CH:10]=[CH:9][C:6]([CH:7]=[O:8])=[CH:5][C:4]=1[N+:11]([O-:13])=[O:12]. (7) Given the reactants [N:1]1[CH:2]=[C:3]([C:10]([OH:12])=O)[N:4]2[CH:9]=[CH:8][CH:7]=[CH:6][C:5]=12.C(Cl)(=O)C(Cl)=O.CN(C=O)C.[F:24][C@H:25]1[CH2:27][C@@H:26]1[C:28]1[O:32][N:31]=[C:30]([C:33]2[CH:34]=[CH:35][C:36]([CH3:40])=[C:37]([CH:39]=2)[NH2:38])[N:29]=1, predict the reaction product. The product is: [F:24][C@H:25]1[CH2:27][C@@H:26]1[C:28]1[O:32][N:31]=[C:30]([C:33]2[CH:34]=[CH:35][C:36]([CH3:40])=[C:37]([NH:38][C:10]([C:3]3[N:4]4[CH:9]=[CH:8][CH:7]=[CH:6][C:5]4=[N:1][CH:2]=3)=[O:12])[CH:39]=2)[N:29]=1.